From a dataset of Reaction yield outcomes from USPTO patents with 853,638 reactions. Predict the reaction yield, written as a fraction of the theoretical maximum amount of product (1.0 means a 100% yield; for example, 0.34 means a 34% yield). (1) The reactants are CC([NH:9][S:10](/[CH:13]=[CH:14]/[C:15]1[S:16][CH:17]=[CH:18][CH:19]=1)(=[O:12])=[O:11])(C)CC(C)(C)C.FC(F)(F)C(O)=O. The catalyst is ClCCl. The product is [S:16]1[CH:17]=[CH:18][CH:19]=[C:15]1/[CH:14]=[CH:13]/[S:10]([NH2:9])(=[O:11])=[O:12]. The yield is 0.890. (2) The reactants are [F:1][C:2]1[CH:10]=[CH:9][C:8]([F:11])=[CH:7][C:3]=1[C:4](=S)[NH2:5].[NH2:12][NH2:13]. The yield is 0.940. The product is [F:1][C:2]1[CH:10]=[CH:9][C:8]([F:11])=[CH:7][C:3]=1[C:4](=[NH:5])[NH:12][NH2:13]. The catalyst is CCO. (3) The reactants are [CH2:1]([CH:8]1[CH2:13][CH2:12][NH:11][CH2:10][CH2:9]1)[C:2]1[CH:7]=[CH:6][CH:5]=[CH:4][CH:3]=1.Cl[CH2:15][CH2:16][OH:17].C([O-])([O-])=O.[K+].[K+]. The catalyst is CN(C=O)C.O. The product is [CH2:1]([CH:8]1[CH2:13][CH2:12][N:11]([CH2:15][CH2:16][OH:17])[CH2:10][CH2:9]1)[C:2]1[CH:7]=[CH:6][CH:5]=[CH:4][CH:3]=1. The yield is 0.400. (4) The reactants are [OH:1][C:2]1[C:11]2[C:10](=[O:12])[O:9][C:8]([CH3:14])([CH3:13])[O:7][C:6]=2[CH:5]=[CH:4][CH:3]=1.C(=O)([O-])[O-].[K+].[K+].[CH2:21](Br)[C:22]1[CH:27]=[CH:26][CH:25]=[CH:24][CH:23]=1. The catalyst is CN(C)C=O. The product is [CH2:21]([O:1][C:2]1[C:11]2[C:10](=[O:12])[O:9][C:8]([CH3:14])([CH3:13])[O:7][C:6]=2[CH:5]=[CH:4][CH:3]=1)[C:22]1[CH:27]=[CH:26][CH:25]=[CH:24][CH:23]=1. The yield is 1.00. (5) The reactants are [Cl:1][C:2]1[CH:10]=[C:6]([C:7]([OH:9])=[O:8])[C:5]([OH:11])=[CH:4][CH:3]=1.O=S(Cl)Cl.[CH3:16]O. No catalyst specified. The product is [Cl:1][C:2]1[CH:3]=[CH:4][C:5]([OH:11])=[C:6]([CH:10]=1)[C:7]([O:9][CH3:16])=[O:8]. The yield is 0.740. (6) The reactants are Cl[C:2]1[CH:7]=[CH:6][C:5]([C:8]2[CH:9]=[CH:10][C:11]([NH2:14])=[N:12][CH:13]=2)=[C:4]([F:15])[CH:3]=1.CC1(C)C(C)(C)[O:20][B:19](B2OC(C)(C)C(C)(C)O2)[O:18]1.CC([O-])=O.[K+].Cl. The catalyst is CCOC(C)=O.O1CCOCC1. The product is [NH2:14][C:11]1[N:12]=[CH:13][C:8]([C:5]2[CH:6]=[CH:7][C:2]([B:19]([OH:20])[OH:18])=[CH:3][C:4]=2[F:15])=[CH:9][CH:10]=1. The yield is 0.980.